Dataset: Forward reaction prediction with 1.9M reactions from USPTO patents (1976-2016). Task: Predict the product of the given reaction. (1) Given the reactants [CH:1]1([CH2:6][CH:7]([C:11]2[CH:16]=[CH:15][C:14]([S:17]([CH3:20])(=[O:19])=[O:18])=[CH:13][CH:12]=2)[C:8]([OH:10])=O)[CH2:5][CH2:4][CH2:3][CH2:2]1.CN(C=O)C.[NH2:26][C:27]1[S:28][CH:29]=[CH:30][N:31]=1, predict the reaction product. The product is: [CH:1]1([CH2:6][CH:7]([C:11]2[CH:16]=[CH:15][C:14]([S:17]([CH3:20])(=[O:19])=[O:18])=[CH:13][CH:12]=2)[C:8]([NH:26][C:27]2[S:28][CH:29]=[CH:30][N:31]=2)=[O:10])[CH2:2][CH2:3][CH2:4][CH2:5]1. (2) The product is: [Cl:32][C:33]1[CH:34]=[C:35]([C:2]2[CH:3]=[C:4]3[C:9](=[CH:10][CH:11]=2)[N:8]=[CH:7][C:6]([C:12](=[O:16])[CH:13]([CH3:15])[CH3:14])=[C:5]3[NH:17][C@H:18]2[CH2:19][CH2:20][C@H:21]([NH:24][C:25](=[O:31])[O:26][C:27]([CH3:30])([CH3:28])[CH3:29])[CH2:22][CH2:23]2)[CH:36]=[CH:37][C:38]=1[OH:39]. Given the reactants Br[C:2]1[CH:3]=[C:4]2[C:9](=[CH:10][CH:11]=1)[N:8]=[CH:7][C:6]([C:12](=[O:16])[CH:13]([CH3:15])[CH3:14])=[C:5]2[NH:17][C@H:18]1[CH2:23][CH2:22][C@H:21]([NH:24][C:25](=[O:31])[O:26][C:27]([CH3:30])([CH3:29])[CH3:28])[CH2:20][CH2:19]1.[Cl:32][C:33]1[CH:34]=[C:35](B(O)O)[CH:36]=[CH:37][C:38]=1[OH:39], predict the reaction product. (3) The product is: [CH3:1][O:2][C:3]1[CH:11]=[C:10]2[C:6]([CH:7]=[C:8]([C:18]3[CH:19]=[C:20]([CH:24]=[CH:25][CH:26]=3)[C:21]([NH2:23])=[O:22])[NH:9]2)=[CH:5][CH:4]=1. Given the reactants [CH3:1][O:2][C:3]1[CH:11]=[C:10]2[C:6]([CH:7]=[CH:8][NH:9]2)=[CH:5][CH:4]=1.C([O-])(=O)C.[Cs+].I[C:18]1[CH:19]=[C:20]([CH:24]=[CH:25][CH:26]=1)[C:21]([NH2:23])=[O:22].CCCCCC.C(OC(C)C)(C)C, predict the reaction product. (4) Given the reactants [Br:1][C:2]1[CH:9]=[CH:8][C:7]([CH2:10]Cl)=[CH:6][C:3]=1[C:4]#[N:5].[C-:12]#[N:13].[Na+], predict the reaction product. The product is: [Br:1][C:2]1[CH:9]=[CH:8][C:7]([CH2:10][C:12]#[N:13])=[CH:6][C:3]=1[C:4]#[N:5]. (5) Given the reactants [CH2:1]([C:3]1[NH:4][CH:5]=[C:6]([C:8]2[CH:13]=[CH:12][CH:11]=[CH:10][CH:9]=2)[N:7]=1)[CH3:2].C(=O)([O-])[O-].[K+].[K+].Cl[CH2:21][C:22]1[CH:40]=[CH:39][C:25]2/[C:26](=[C:35](/[CH3:38])\[C:36]#[N:37])/[C:27]3[CH:34]=[CH:33][CH:32]=[CH:31][C:28]=3[O:29][CH2:30][C:24]=2[CH:23]=1.C(OCC)(=O)C, predict the reaction product. The product is: [CH2:1]([C:3]1[N:4]([CH2:21][C:22]2[CH:40]=[CH:39][C:25]3/[C:26](=[C:35](/[CH3:38])\[C:36]#[N:37])/[C:27]4[CH:34]=[CH:33][CH:32]=[CH:31][C:28]=4[O:29][CH2:30][C:24]=3[CH:23]=2)[CH:5]=[C:6]([C:8]2[CH:13]=[CH:12][CH:11]=[CH:10][CH:9]=2)[N:7]=1)[CH3:2]. (6) Given the reactants [S:1]1[CH:5]=[CH:4][C:3]2[CH:6]=[CH:7][CH:8]=[C:9]([C:10]([OH:12])=O)[C:2]1=2.S(Cl)(Cl)=O.[NH3:17].C([O-])(O)=O.[Na+], predict the reaction product. The product is: [S:1]1[CH:5]=[CH:4][C:3]2[CH:6]=[CH:7][CH:8]=[C:9]([C:10]([NH2:17])=[O:12])[C:2]1=2. (7) Given the reactants [CH2:1]([O:8][C:9]1[C:14]2[N:15]([CH3:18])[CH:16]=[N:17][C:13]=2[CH:12]=[C:11](Br)[CH:10]=1)[C:2]1[CH:7]=[CH:6][CH:5]=[CH:4][CH:3]=1.[CH3:20][O:21][C:22]1[CH:23]=[C:24](B(O)O)[CH:25]=[CH:26][C:27]=1[O:28][CH3:29].C([O-])([O-])=O.[Cs+].[Cs+].COCCOC, predict the reaction product. The product is: [CH2:1]([O:8][C:9]1[C:14]2[N:15]([CH3:18])[CH:16]=[N:17][C:13]=2[CH:12]=[C:11]([C:25]2[CH:24]=[CH:23][C:22]([O:21][CH3:20])=[C:27]([O:28][CH3:29])[CH:26]=2)[CH:10]=1)[C:2]1[CH:7]=[CH:6][CH:5]=[CH:4][CH:3]=1. (8) Given the reactants [NH2:1][C:2]1[C:11]2[C:6](=[CH:7][C:8]([CH2:12][N:13]3[C:18](=[O:19])[CH2:17][N:16]([CH2:20][C:21]4[NH:22][C:23]5[C:28]([CH:29]=4)=[CH:27][C:26]([Cl:30])=[CH:25][CH:24]=5)[CH2:15][CH:14]3[C:31]([OH:33])=O)=[CH:9][CH:10]=2)[N:5]=[CH:4][N:3]=1.[CH3:34][N:35]1CCOCC1.Cl.CN.CN(C(ON1N=NC2C=CC=NC1=2)=[N+](C)C)C.F[P-](F)(F)(F)(F)F, predict the reaction product. The product is: [CH3:34][NH:35][C:31]([CH:14]1[CH2:15][N:16]([CH2:20][C:21]2[NH:22][C:23]3[C:28]([CH:29]=2)=[CH:27][C:26]([Cl:30])=[CH:25][CH:24]=3)[CH2:17][C:18](=[O:19])[N:13]1[CH2:12][C:8]1[CH:7]=[C:6]2[C:11]([C:2]([NH2:1])=[N:3][CH:4]=[N:5]2)=[CH:10][CH:9]=1)=[O:33].